Dataset: hERG potassium channel inhibition data for cardiac toxicity prediction from Karim et al.. Task: Regression/Classification. Given a drug SMILES string, predict its toxicity properties. Task type varies by dataset: regression for continuous values (e.g., LD50, hERG inhibition percentage) or binary classification for toxic/non-toxic outcomes (e.g., AMES mutagenicity, cardiotoxicity, hepatotoxicity). Dataset: herg_karim. (1) The molecule is O=C1OCc2c1cccc2-c1ccc(CCN2CCN(CCc3ccc([N+](=O)[O-])cc3)CC2)cc1. The result is 1 (blocker). (2) The drug is COc1cc(-n2cnc(C)c2)ccc1-c1cn([C@@H]2CCc3c(F)cccc3N(CC(F)(F)F)C2=O)nn1. The result is 1 (blocker). (3) The drug is Cc1ccc(C(=O)N(CCCN)[C@@H](c2oc3cc(Cl)ccc3c(=O)c2Cc2ccccc2)C(C)C)cc1. The result is 1 (blocker). (4) The drug is CC(=O)NC1CCN(C(=O)NC2CCN(Cc3ccn(-c4ccc(C(F)(F)F)cc4)c3)CC2)C1. The result is 0 (non-blocker). (5) The molecule is Cc1nc(CN(c2ccccc2)C2CCN(C3(C)CCN(C(=O)c4c(C)cc[n+]([O-])c4C)CC3)CC2)cs1. The result is 0 (non-blocker).